This data is from Peptide-MHC class I binding affinity with 185,985 pairs from IEDB/IMGT. The task is: Regression. Given a peptide amino acid sequence and an MHC pseudo amino acid sequence, predict their binding affinity value. This is MHC class I binding data. The MHC is HLA-C03:03 with pseudo-sequence HLA-C03:03. The binding affinity (normalized) is 0.0847. The peptide sequence is ALMDYGFRV.